From a dataset of Full USPTO retrosynthesis dataset with 1.9M reactions from patents (1976-2016). Predict the reactants needed to synthesize the given product. Given the product [CH3:21][O:22][C:23](=[O:29])[C@@H:24]1[CH2:28][CH2:27][CH2:26][N:25]1[C:17](=[O:19])[C@@H:9]([CH2:10][C:11]1[CH:16]=[CH:15][CH:14]=[CH:13][N:12]=1)[NH:8][C:6]([O:5][C:1]([CH3:2])([CH3:3])[CH3:4])=[O:7], predict the reactants needed to synthesize it. The reactants are: [C:1]([O:5][C:6]([NH:8][C@@H:9]([C:17]([OH:19])=O)[CH2:10][C:11]1[CH:16]=[CH:15][CH:14]=[CH:13][N:12]=1)=[O:7])([CH3:4])([CH3:3])[CH3:2].Cl.[CH3:21][O:22][C:23](=[O:29])[C@@H:24]1[CH2:28][CH2:27][CH2:26][NH:25]1.C(N(CC)CC)C.C1C=NC2N(O)N=NC=2C=1.C(Cl)CCl.